This data is from Full USPTO retrosynthesis dataset with 1.9M reactions from patents (1976-2016). The task is: Predict the reactants needed to synthesize the given product. (1) Given the product [CH3:1][C:2]1[CH:3]=[C:4]([C:19]2[S:23][C:22]([C:24]3([C:30]([NH2:31])=[O:32])[CH2:25][CH2:26][CH2:27][CH2:28][CH2:29]3)=[N:21][CH:20]=2)[CH:5]=[C:6]([NH:8][C:9]2[N:14]=[C:13]([C:15]([F:18])([F:17])[F:16])[CH:12]=[CH:11][N:10]=2)[CH:7]=1, predict the reactants needed to synthesize it. The reactants are: [CH3:1][C:2]1[CH:3]=[C:4]([C:19]2[S:23][C:22]([C:24]3([C:30]#[N:31])[CH2:29][CH2:28][CH2:27][CH2:26][CH2:25]3)=[N:21][CH:20]=2)[CH:5]=[C:6]([NH:8][C:9]2[N:14]=[C:13]([C:15]([F:18])([F:17])[F:16])[CH:12]=[CH:11][N:10]=2)[CH:7]=1.[OH-:32].[Na+].Cl. (2) The reactants are: [N+:1]([O-:4])(O)=[O:2].[F:5][C:6]1[CH:15]=[CH:14][CH:13]=[C:12]([F:16])[C:7]=1[C:8]([O:10][CH3:11])=[O:9]. Given the product [F:5][C:6]1[C:15]([N+:1]([O-:4])=[O:2])=[CH:14][CH:13]=[C:12]([F:16])[C:7]=1[C:8]([O:10][CH3:11])=[O:9], predict the reactants needed to synthesize it.